From a dataset of Catalyst prediction with 721,799 reactions and 888 catalyst types from USPTO. Predict which catalyst facilitates the given reaction. (1) Reactant: [N+:1]([C:4]1[CH:9]=[CH:8][C:7]([C:10]2([C:14]([O:16][CH2:17][CH3:18])=[O:15])[CH2:13][CH2:12][CH2:11]2)=[CH:6][C:5]=1[O:19][CH2:20][C:21]([F:24])([F:23])[F:22])([O-])=O. Product: [NH2:1][C:4]1[CH:9]=[CH:8][C:7]([C:10]2([C:14]([O:16][CH2:17][CH3:18])=[O:15])[CH2:13][CH2:12][CH2:11]2)=[CH:6][C:5]=1[O:19][CH2:20][C:21]([F:22])([F:23])[F:24]. The catalyst class is: 105. (2) Reactant: [C:1]1([CH:7]([C:31]2[CH:36]=[CH:35][CH:34]=[CH:33][CH:32]=2)[CH2:8][C:9]([N:11]2[CH2:15][CH2:14][CH:13]([NH:16][C:17]([NH:19][C:20]3[C:29]4[C:24](=[CH:25][CH:26]=[CH:27][CH:28]=4)[N:23]=[C:22]([CH3:30])[CH:21]=3)=[O:18])[CH2:12]2)=O)[CH:6]=[CH:5][CH:4]=[CH:3][CH:2]=1.[H-].[H-].[H-].[H-].[Li+].[Al+3].CCOC(C)=O.C([O-])(O)=O.[Na+]. Product: [C:31]1([CH:7]([C:1]2[CH:2]=[CH:3][CH:4]=[CH:5][CH:6]=2)[CH2:8][CH2:9][N:11]2[CH2:15][CH2:14][CH:13]([NH:16][C:17]([NH:19][C:20]3[C:29]4[C:24](=[CH:25][CH:26]=[CH:27][CH:28]=4)[N:23]=[C:22]([CH3:30])[CH:21]=3)=[O:18])[CH2:12]2)[CH:32]=[CH:33][CH:34]=[CH:35][CH:36]=1. The catalyst class is: 36.